Dataset: Forward reaction prediction with 1.9M reactions from USPTO patents (1976-2016). Task: Predict the product of the given reaction. (1) Given the reactants FC(F)(F)C(O)=O.[C:8]([O:12][C:13]([NH:15][C@@H:16]([CH2:29][C:30]([O:32][C:33]1[C:38]([CH3:39])=[CH:37][CH:36]=[CH:35][C:34]=1[S:40][S:41][CH2:42][CH3:43])=[O:31])[C:17]([O:19][C:20](C1C=CC=CC=1)(C)[CH3:21])=[O:18])=[O:14])([CH3:11])([CH3:10])[CH3:9].CC[N:46](C(C)C)C(C)C, predict the reaction product. The product is: [C:8]([O:12][C:13]([NH:15][C@@H:16]([CH2:29][C:30]([O:32][C:33]1[C:38]([CH3:39])=[CH:37][CH:36]=[CH:35][C:34]=1[S:40][S:41][CH2:42][CH3:43])=[O:31])[C:17]([O:19][CH2:20][C:21]#[N:46])=[O:18])=[O:14])([CH3:11])([CH3:10])[CH3:9]. (2) Given the reactants [NH2:1][C:2]1[CH:10]=[C:9]2[C:5]([C:6]([CH3:14])([CH3:13])[C:7](=[O:12])[N:8]2[CH3:11])=[CH:4][CH:3]=1.[CH3:15][C:16]1[C:21]([C:22](O)=[O:23])=[CH:20][N:19]=[CH:18][CH:17]=1, predict the reaction product. The product is: [CH3:15][C:16]1[C:21]([C:22]([NH:1][C:2]2[CH:10]=[C:9]3[C:5]([C:6]([CH3:14])([CH3:13])[C:7](=[O:12])[N:8]3[CH3:11])=[CH:4][CH:3]=2)=[O:23])=[CH:20][N:19]=[CH:18][CH:17]=1.